Task: Predict the reactants needed to synthesize the given product.. Dataset: Full USPTO retrosynthesis dataset with 1.9M reactions from patents (1976-2016) (1) Given the product [O:13]1[CH2:10][CH2:11][CH2:4][CH2:5][CH:6]1[CH2:17][O:18][C:4]1[CH:11]=[CH:10][CH:9]=[CH:8][C:5]=1[C:6]#[N:7], predict the reactants needed to synthesize it. The reactants are: [H-].[Na+].F[C:4]1[CH:11]=[CH:10][CH:9]=[C:8](F)[C:5]=1[C:6]#[N:7].[OH2:13].CN([CH:17]=[O:18])C. (2) Given the product [Br:23][C:24]1[CH:29]=[CH:28][C:27]([C:30]2[CH:31]=[N:32][C:9]3[N:34]([C:2]([CH2:12][C:13]4[CH:14]=[C:15]5[C:20](=[CH:21][CH:22]=4)[N:19]=[CH:18][CH:17]=[CH:16]5)=[CH:3][N:5]=3)[N:35]=2)=[CH:26][C:25]=1[F:37], predict the reactants needed to synthesize it. The reactants are: Cl[CH:2]([CH2:12][C:13]1[CH:14]=[C:15]2[C:20](=[CH:21][CH:22]=1)[N:19]=[CH:18][CH:17]=[CH:16]2)[CH:3]([N:5]1[C:9](=O)CCC1=O)O.[Br:23][C:24]1[CH:29]=[CH:28][C:27]([C:30]2[N:35]=[N:34]C(N)=[N:32][CH:31]=2)=[CH:26][C:25]=1[F:37]. (3) Given the product [C:20]([O:19][C:17](=[O:18])[NH:16][C@H:8]([C:9]1[CH:14]=[CH:13][CH:12]=[C:11]([F:15])[CH:10]=1)[CH2:7][CH2:6][OH:5])([CH3:23])([CH3:21])[CH3:22], predict the reactants needed to synthesize it. The reactants are: C([O:5][C:6](=O)[CH2:7][CH:8]([NH:16][C:17]([O:19][C:20]([CH3:23])([CH3:22])[CH3:21])=[O:18])[C:9]1[CH:14]=[CH:13][CH:12]=[C:11]([F:15])[CH:10]=1)(C)(C)C.[H-].[Al+3].[Li+].[H-].[H-].[H-]. (4) Given the product [F:5][C:6]1[CH:16]=[C:15]([F:17])[C:14]([N+:1]([O-:4])=[O:2])=[CH:13][C:7]=1[C:8]([O:10][CH2:11][CH3:12])=[O:9], predict the reactants needed to synthesize it. The reactants are: [N+:1]([O-:4])(O)=[O:2].[F:5][C:6]1[CH:16]=[C:15]([F:17])[CH:14]=[CH:13][C:7]=1[C:8]([O:10][CH2:11][CH3:12])=[O:9].OS(O)(=O)=O.